This data is from Full USPTO retrosynthesis dataset with 1.9M reactions from patents (1976-2016). The task is: Predict the reactants needed to synthesize the given product. (1) Given the product [Cl:1][C:2]1[C:3]([C:9]2[C:18](=[O:19])[NH:17][C:12]3=[N:13][CH:14]=[CH:15][N:16]=[C:11]3[C:10]=2[O:20][S:31]([CH3:30])(=[O:33])=[O:32])=[N:4][CH:5]=[C:6]([Cl:8])[CH:7]=1, predict the reactants needed to synthesize it. The reactants are: [Cl:1][C:2]1[C:3]([C:9]2[C:18]([OH:19])=[N:17][C:12]3=[N:13][CH:14]=[CH:15][N:16]=[C:11]3[C:10]=2[OH:20])=[N:4][CH:5]=[C:6]([Cl:8])[CH:7]=1.C(N(C(C)C)C(C)C)C.[CH3:30][S:31](Cl)(=[O:33])=[O:32]. (2) Given the product [Cl:1][C:2]1[CH:10]=[C:9]2[C:5]([C:6]([C:11]([N:13]3[CH2:18][CH2:17][CH:16]([C:19]4[CH:24]=[CH:23][CH:22]=[CH:21][C:20]=4[O:25][C:26]([F:27])([F:28])[F:29])[CH2:15][CH2:14]3)=[O:12])=[CH:7][N:8]2[CH2:31][C:32]([N:34]([CH3:36])[CH3:35])=[O:33])=[CH:4][CH:3]=1, predict the reactants needed to synthesize it. The reactants are: [Cl:1][C:2]1[CH:10]=[C:9]2[C:5]([C:6]([C:11]([N:13]3[CH2:18][CH2:17][CH:16]([C:19]4[CH:24]=[CH:23][CH:22]=[CH:21][C:20]=4[O:25][C:26]([F:29])([F:28])[F:27])[CH2:15][CH2:14]3)=[O:12])=[CH:7][NH:8]2)=[CH:4][CH:3]=1.Cl[CH2:31][C:32]([N:34]([CH3:36])[CH3:35])=[O:33]. (3) Given the product [Cl:1][C:2]1[C:10]([C:43]2[CH:48]=[CH:47][CH:46]=[CH:45][CH:44]=2)=[CH:9][C:8]([C:19]2[N:20]([C:35]([O:37][C:38]([CH3:40])([CH3:41])[CH3:39])=[O:36])[C:21]3[C:26]([CH:27]=2)=[CH:25][C:24]([CH2:28][N:29]2[CH2:30][CH2:31][CH2:32][CH2:33][CH2:34]2)=[CH:23][CH:22]=3)=[C:7]2[C:3]=1[CH2:4][NH:5][C:6]2=[O:42], predict the reactants needed to synthesize it. The reactants are: [Cl:1][C:2]1[C:10](OS(C(F)(F)F)(=O)=O)=[CH:9][C:8]([C:19]2[N:20]([C:35]([O:37][C:38]([CH3:41])([CH3:40])[CH3:39])=[O:36])[C:21]3[C:26]([CH:27]=2)=[CH:25][C:24]([CH2:28][N:29]2[CH2:34][CH2:33][CH2:32][CH2:31][CH2:30]2)=[CH:23][CH:22]=3)=[C:7]2[C:3]=1[CH2:4][NH:5][C:6]2=[O:42].[C:43]1(B(O)O)[CH:48]=[CH:47][CH:46]=[CH:45][CH:44]=1.[F-].[Cs+].O. (4) The reactants are: [Cl:1][C:2]1[CH:10]=[C:9]2[C:5]([C:6]([C:11]([N:13]3[CH2:18][CH2:17][C:16]4([C:22]5[CH:23]=[CH:24][C:25]([F:27])=[CH:26][C:21]=5[C:20](=[O:28])[O:19]4)[CH2:15][CH2:14]3)=[O:12])=[CH:7][NH:8]2)=[CH:4][CH:3]=1.[H-].[Na+].F[C:32]1[CH:37]=[CH:36][CH:35]=[CH:34][N:33]=1. Given the product [Cl:1][C:2]1[CH:10]=[C:9]2[C:5]([C:6]([C:11]([N:13]3[CH2:18][CH2:17][C:16]4([C:22]5[CH:23]=[CH:24][C:25]([F:27])=[CH:26][C:21]=5[C:20](=[O:28])[O:19]4)[CH2:15][CH2:14]3)=[O:12])=[CH:7][N:8]2[C:32]2[CH:37]=[CH:36][CH:35]=[CH:34][N:33]=2)=[CH:4][CH:3]=1, predict the reactants needed to synthesize it. (5) The reactants are: [OH:1][CH2:2][CH:3]=[C:4]([CH2:6][CH2:7][CH:8]=[C:9]([CH2:11][CH2:12][CH:13]=[C:14]([CH3:16])[CH3:15])[CH3:10])[CH3:5].C(N(CC)CC)C.[C:24](Cl)(=[O:27])[CH:25]=[CH2:26]. Given the product [C:24]([O:1][CH2:2][CH:3]=[C:4]([CH2:6][CH2:7][CH:8]=[C:9]([CH2:11][CH2:12][CH:13]=[C:14]([CH3:16])[CH3:15])[CH3:10])[CH3:5])(=[O:27])[CH:25]=[CH2:26], predict the reactants needed to synthesize it. (6) Given the product [C:10]1([CH3:13])[CH:11]=[CH:12][C:7]([S:5](/[CH:4]=[C:3](\[NH2:19])/[C:2]([F:16])([F:15])[F:1])=[O:6])=[CH:8][CH:9]=1, predict the reactants needed to synthesize it. The reactants are: [F:1][C:2]([F:16])([F:15])[C:3](=O)[CH2:4][S:5]([C:7]1[CH:12]=[CH:11][C:10]([CH3:13])=[CH:9][CH:8]=1)=[O:6].C[Si](C)(C)[N:19]=P(C1C=CC=CC=1)(C1C=CC=CC=1)C1C=CC=CC=1. (7) Given the product [CH3:13][N:14]([CH3:23])[C:15]1[C:20]([CH:21]=[C:9]2[C:10](=[O:11])[O:12][C:6]([C:2]3[S:1][CH:5]=[CH:4][CH:3]=3)=[N:8]2)=[CH:19][CH:18]=[CH:17][N:16]=1, predict the reactants needed to synthesize it. The reactants are: [S:1]1[CH:5]=[CH:4][CH:3]=[C:2]1[C:6]([NH:8][CH2:9][C:10]([OH:12])=[O:11])=O.[CH3:13][N:14]([CH3:23])[C:15]1[C:20]([CH:21]=O)=[CH:19][CH:18]=[CH:17][N:16]=1.C([O-])(=O)C.[Na+].C(OC(=O)C)(=O)C.